Task: Predict the reaction yield, written as a fraction of the theoretical maximum amount of product (1.0 means a 100% yield; for example, 0.34 means a 34% yield).. Dataset: Reaction yield outcomes from USPTO patents with 853,638 reactions (1) The reactants are [F:1][C:2]1[CH:3]=[C:4]([CH:17]=[C:18]([F:31])[C:19]=1[O:20][C:21]1[CH:22]=[N:23][C:24]([C:27]([F:30])([F:29])[F:28])=[N:25][CH:26]=1)[CH2:5][CH2:6][O:7][C:8]1[NH:9][CH:10]=[C:11]([CH2:15][CH3:16])[C:12](=[O:14])[N:13]=1.[CH3:32]CN(C(C)C)C(C)C.CI. The catalyst is C(Cl)Cl. The product is [F:31][C:18]1[CH:17]=[C:4]([CH:3]=[C:2]([F:1])[C:19]=1[O:20][C:21]1[CH:26]=[N:25][C:24]([C:27]([F:29])([F:30])[F:28])=[N:23][CH:22]=1)[CH2:5][CH2:6][O:7][C:8]1[N:9]([CH3:32])[CH:10]=[C:11]([CH2:15][CH3:16])[C:12](=[O:14])[N:13]=1. The yield is 0.388. (2) The reactants are [ClH:1].C(OC(=O)[NH:8][CH:9]1[CH2:12][N:11]([C:13]([C:15]2[N:16]=[C:17]3[C:22]([C:23]([F:26])([F:25])[F:24])=[CH:21][C:20]([C:27]4[CH:28]=[N:29][NH:30][CH:31]=4)=[CH:19][N:18]3[C:32]=2[Br:33])=[O:14])[CH2:10]1)(C)(C)C. The catalyst is O1CCOCC1. The product is [ClH:1].[NH2:8][CH:9]1[CH2:12][N:11]([C:13]([C:15]2[N:16]=[C:17]3[C:22]([C:23]([F:26])([F:24])[F:25])=[CH:21][C:20]([C:27]4[CH:28]=[N:29][NH:30][CH:31]=4)=[CH:19][N:18]3[C:32]=2[Br:33])=[O:14])[CH2:10]1. The yield is 1.00. (3) The reactants are [CH2:1](N(CC)CC)C.CN(C(ON1N=N[C:18]2[CH:19]=[CH:20][CH:21]=N[C:17]1=2)=[N+](C)C)C.F[P-](F)(F)(F)(F)F.[NH3:32].[CH2:33]1[CH2:37][O:36][CH2:35][CH2:34]1. The catalyst is CO. The product is [CH3:35]/[C:34](/[CH2:21][CH2:20][CH:19]=[C:18]([CH3:17])[CH3:1])=[CH:33]\[C:37]([NH2:32])=[O:36]. The yield is 0.600. (4) The reactants are [C:1]([O:5][C:6]([N:8]([CH3:32])[CH:9]1[CH2:14][CH2:13][CH:12]([O:15][C:16]2[C:27]3[C:26]4[C@H:25]([CH2:28][C:29]([OH:31])=O)[CH2:24][CH2:23][C:22]=4[S:21][C:20]=3[N:19]=[CH:18][N:17]=2)[CH2:11][CH2:10]1)=[O:7])([CH3:4])([CH3:3])[CH3:2].C1C=C[C:36]2N(O)N=[N:39][C:37]=2C=1.CCN=C=NCCCN(C)C.Cl.C(N)C.C(N(CC)CC)C. The catalyst is CN(C=O)C. The product is [CH2:37]([NH:39][C:29]([CH2:28][C@@H:25]1[CH2:24][CH2:23][C:22]2[S:21][C:20]3[N:19]=[CH:18][N:17]=[C:16]([O:15][CH:12]4[CH2:13][CH2:14][CH:9]([N:8]([CH3:32])[C:6](=[O:7])[O:5][C:1]([CH3:4])([CH3:2])[CH3:3])[CH2:10][CH2:11]4)[C:27]=3[C:26]1=2)=[O:31])[CH3:36]. The yield is 0.780. (5) The reactants are [C:1]([Si:5]([CH3:16])([CH3:15])[O:6][CH2:7][CH2:8][C@H:9]([OH:14])[C:10]([CH3:13])([OH:12])[CH3:11])([CH3:4])([CH3:3])[CH3:2].O.[C:18]1(C)[CH:23]=CC(S(O)(=O)=O)=C[CH:19]=1. The catalyst is COC(OC)(C)C. The product is [C:1]([Si:5]([CH3:15])([CH3:16])[O:6][CH2:7][CH2:8][C@H:9]1[C:10]([CH3:11])([CH3:13])[O:12][C:18]([CH3:23])([CH3:19])[O:14]1)([CH3:4])([CH3:3])[CH3:2]. The yield is 0.580. (6) The reactants are [CH3:1][C:2]1[C:3](=[O:9])[NH:4][C:5](=[S:8])[NH:6][CH:7]=1.[OH-].[K+].[CH3:12]I. The catalyst is C(O)C. The product is [CH3:1][C:2]1[C:3](=[O:9])[N:4]=[C:5]([S:8][CH3:12])[NH:6][CH:7]=1. The yield is 0.719. (7) The yield is 0.526. The product is [Cl:25][C:21]1[C:20]([F:26])=[C:19]([C@@H:18]2[C@:17]([C:29]3[CH:34]=[CH:33][C:32]([Cl:35])=[CH:31][C:30]=3[F:36])([C:27]#[N:28])[C@H:16]([CH2:37][C:38]([CH3:41])([CH3:40])[CH3:39])[NH:15][C@H:14]2[C:12]([NH:11][C:8]2[CH:7]=[CH:6][C:5]([CH2:4][C:3]([OH:42])=[O:2])=[CH:10][CH:9]=2)=[O:13])[CH:24]=[CH:23][CH:22]=1. The catalyst is C1COCC1.CO. The reactants are C[O:2][C:3](=[O:42])[CH2:4][C:5]1[CH:10]=[CH:9][C:8]([NH:11][C:12]([C@H:14]2[C@H:18]([C:19]3[CH:24]=[CH:23][CH:22]=[C:21]([Cl:25])[C:20]=3[F:26])[C@:17]([C:29]3[CH:34]=[CH:33][C:32]([Cl:35])=[CH:31][C:30]=3[F:36])([C:27]#[N:28])[C@H:16]([CH2:37][C:38]([CH3:41])([CH3:40])[CH3:39])[NH:15]2)=[O:13])=[CH:7][CH:6]=1.[Li+].[OH-]. (8) The reactants are [CH3:1][CH:2]([CH3:57])[C@H:3]([NH:52][C:53](=[O:56])[O:54][CH3:55])[C:4]([N:6]1[CH2:10][CH2:9][CH2:8][C@H:7]1[C:11]1[NH:12][CH:13]=[C:14]([C:16]2[CH:21]=[CH:20][C:19]([C:22]3[CH:27]=[CH:26][C:25]([C:28]4[N:29]=[C:30]([CH:33]5[CH2:40][C:36]6([CH2:39][NH:38][CH2:37]6)[CH2:35][N:34]5[C:41](=[O:51])[C@@H:42]([NH:46][C:47]([O:49][CH3:50])=[O:48])[CH:43]([CH3:45])[CH3:44])[NH:31][CH:32]=4)=[CH:24][CH:23]=3)=[CH:18][CH:17]=2)[N:15]=1)=[O:5].C(N(CC)CC)C.[CH3:65][S:66](Cl)(=[O:68])=[O:67].C(=O)([O-])[O-].[K+].[K+]. The catalyst is C(Cl)Cl. The product is [CH3:1][CH:2]([CH3:57])[C@H:3]([NH:52][C:53](=[O:56])[O:54][CH3:55])[C:4]([N:6]1[CH2:10][CH2:9][CH2:8][C@H:7]1[C:11]1[NH:12][CH:13]=[C:14]([C:16]2[CH:21]=[CH:20][C:19]([C:22]3[CH:23]=[CH:24][C:25]([C:28]4[N:29]=[C:30]([CH:33]5[CH2:40][C:36]6([CH2:37][N:38]([S:66]([CH3:65])(=[O:68])=[O:67])[CH2:39]6)[CH2:35][N:34]5[C:41](=[O:51])[C@@H:42]([NH:46][C:47]([O:49][CH3:50])=[O:48])[CH:43]([CH3:44])[CH3:45])[NH:31][CH:32]=4)=[CH:26][CH:27]=3)=[CH:18][CH:17]=2)[N:15]=1)=[O:5]. The yield is 0.860. (9) The reactants are [C:1]([C:5]1[CH:20]=[C:19]([F:21])[CH:18]=[CH:17][C:6]=1[O:7][CH:8]1[CH2:11][N:10]([C:12](=[O:16])[C:13](O)=[O:14])[CH2:9]1)([CH3:4])([CH3:3])[CH3:2].Cl.[CH2:23]([NH2:25])[CH3:24].CCN=C=NCCCN(C)C.C1C=CC2N(O)N=NC=2C=1. The catalyst is C(#N)C. The product is [C:1]([C:5]1[CH:20]=[C:19]([F:21])[CH:18]=[CH:17][C:6]=1[O:7][CH:8]1[CH2:9][N:10]([C:12](=[O:16])[C:13]([NH:25][CH2:23][CH3:24])=[O:14])[CH2:11]1)([CH3:2])([CH3:3])[CH3:4]. The yield is 0.480. (10) The catalyst is O1CCOCC1. The reactants are C([O:5][C:6](=[O:20])[CH2:7][C:8]1([OH:19])[CH2:11][N:10]([C:12]([O:14][C:15]([CH3:18])([CH3:17])[CH3:16])=[O:13])[CH2:9]1)(C)(C)C.Cl.[OH-].[Na+].O(C(OC(C)(C)C)=O)C(OC(C)(C)C)=O. The product is [C:12]([N:10]1[CH2:9][C:8]([CH2:7][C:6]([OH:20])=[O:5])([OH:19])[CH2:11]1)([O:14][C:15]([CH3:18])([CH3:17])[CH3:16])=[O:13]. The yield is 0.940.